This data is from Choline transporter screen with 302,306 compounds. The task is: Binary Classification. Given a drug SMILES string, predict its activity (active/inactive) in a high-throughput screening assay against a specified biological target. (1) The molecule is S(c1n(c(cn1)CO)C)Cc1ccc(F)cc1. The result is 0 (inactive). (2) The drug is Clc1c(N2CCCCC2)ccc(N)c1. The result is 0 (inactive). (3) The result is 0 (inactive). The drug is Clc1c(Cc2nnc(Cl)cc2)ccc(Cl)c1. (4) The molecule is S=C(NC1CCCC1)Nc1ccc(cc1)C(OCC)=O. The result is 0 (inactive). (5) The drug is s1c(/C=C2\C=CC(=O)C=C2)c([nH]c1=O)N. The result is 0 (inactive). (6) The drug is s1c(/C(=N\NC(=O)C2C(C2)c2ccccc2)C)ccc1C. The result is 0 (inactive).